Dataset: Reaction yield outcomes from USPTO patents with 853,638 reactions. Task: Predict the reaction yield, written as a fraction of the theoretical maximum amount of product (1.0 means a 100% yield; for example, 0.34 means a 34% yield). (1) The reactants are P(Cl)(Cl)([Cl:3])=O.[CH2:6]([O:8][C:9]([C:11]1[C:16](O)=[C:15]([CH3:18])[C:14](=[O:19])[N:13]([CH3:20])[C:12]=1[CH3:21])=[O:10])[CH3:7]. No catalyst specified. The product is [CH2:6]([O:8][C:9]([C:11]1[C:16]([Cl:3])=[C:15]([CH3:18])[C:14](=[O:19])[N:13]([CH3:20])[C:12]=1[CH3:21])=[O:10])[CH3:7]. The yield is 0.890. (2) The reactants are Cl.[Sn](Cl)Cl.[N+:5]([C:8]1[CH:13]=[C:12]([C:14]([F:17])([F:16])[F:15])[CH:11]=[CH:10][C:9]=1[N:18]1[CH2:23][CH2:22][CH2:21][CH2:20][C@@H:19]1[CH3:24])([O-])=O.C(=O)([O-])O.[Na+]. The catalyst is CO. The product is [CH3:24][C@H:19]1[CH2:20][CH2:21][CH2:22][CH2:23][N:18]1[C:9]1[CH:10]=[CH:11][C:12]([C:14]([F:16])([F:15])[F:17])=[CH:13][C:8]=1[NH2:5]. The yield is 0.946. (3) The reactants are [CH3:1][O:2][C:3]1[CH:12]=[CH:11][C:10]2[NH:9][C:8](=[O:13])[C:7]3[S:14][CH:15]=[CH:16][C:6]=3[C:5]=2[C:4]=1[C:17]1[CH:31]=[CH:30][C:20]([CH2:21][NH:22][C:23](=[O:29])[O:24][C:25]([CH3:28])([CH3:27])[CH3:26])=[CH:19][CH:18]=1.[Br:32]N1C(=O)CCC1=O. The catalyst is CN(C=O)C. The product is [Br:32][C:11]1[C:10]2[NH:9][C:8](=[O:13])[C:7]3[S:14][CH:15]=[CH:16][C:6]=3[C:5]=2[C:4]([C:17]2[CH:31]=[CH:30][C:20]([CH2:21][NH:22][C:23](=[O:29])[O:24][C:25]([CH3:28])([CH3:26])[CH3:27])=[CH:19][CH:18]=2)=[C:3]([O:2][CH3:1])[CH:12]=1. The yield is 0.510. (4) The reactants are [NH2:1][C:2]1[N:10]=[CH:9][CH:8]=[CH:7][C:3]=1[C:4]([OH:6])=[O:5].[C:11]([O-])([O-])=O.[K+].[K+].IC. The catalyst is CS(C)=O. The product is [NH2:1][C:2]1[N:10]=[CH:9][CH:8]=[CH:7][C:3]=1[C:4]([O:6][CH3:11])=[O:5]. The yield is 0.710. (5) The reactants are [C:1]([O:5][C:6]([N:8]1[CH:12]=[CH:11][C:10]([CH2:13][CH2:14][CH2:15][C:16]([OH:18])=[O:17])=[N:9]1)=[O:7])([CH3:4])([CH3:3])[CH3:2].C(=O)([O-])[O-].[K+].[K+].[CH2:25](Br)[C:26]1[CH:31]=[CH:30][CH:29]=[CH:28][CH:27]=1. The catalyst is CN(C=O)C. The product is [CH2:25]([O:17][C:16](=[O:18])[CH2:15][CH2:14][CH2:13][C:10]1[CH:11]=[CH:12][N:8]([C:6]([O:5][C:1]([CH3:4])([CH3:2])[CH3:3])=[O:7])[N:9]=1)[C:26]1[CH:31]=[CH:30][CH:29]=[CH:28][CH:27]=1. The yield is 0.684. (6) The reactants are [CH:1]1([C:4]([N:6]2[CH2:11][CH2:10][N:9]([C:12]([C:14]3[CH:15]=[C:16]([CH:20]4[C:25]5=[N:26][NH:27][C:28](=[O:33])[C:29]6[CH:30]=[CH:31][CH:32]=[C:23]([C:24]=65)[NH:22][CH:21]4[C:34]4[CH:39]=[CH:38][C:37]([CH:40](OCC)[O:41]CC)=[CH:36][CH:35]=4)[CH:17]=[CH:18][CH:19]=3)=[O:13])[CH2:8][CH2:7]2)=[O:5])[CH2:3][CH2:2]1.C(=O)([O-])[O-].[K+].[K+]. The catalyst is Cl. The product is [CH:1]1([C:4]([N:6]2[CH2:7][CH2:8][N:9]([C:12]([C:14]3[CH:15]=[C:16]([CH:20]4[C:25]5=[N:26][NH:27][C:28](=[O:33])[C:29]6[CH:30]=[CH:31][CH:32]=[C:23]([C:24]=65)[NH:22][CH:21]4[C:34]4[CH:39]=[CH:38][C:37]([CH:40]=[O:41])=[CH:36][CH:35]=4)[CH:17]=[CH:18][CH:19]=3)=[O:13])[CH2:10][CH2:11]2)=[O:5])[CH2:3][CH2:2]1. The yield is 0.0800. (7) The reactants are [S:1]1[CH:5]=[CH:4][C:3]([CH:6]=O)=[C:2]1[CH:8]=O.COP([CH:16]([NH:20]C(=O)C)[C:17](=[O:19])[CH3:18])(=O)OC.C1CCN2C(=NCCC2)CC1. The catalyst is ClCCl. The product is [S:1]1[C:2]2=[CH:8][N:20]=[C:16]([C:17](=[O:19])[CH3:18])[CH:6]=[C:3]2[CH:4]=[CH:5]1. The yield is 0.430. (8) The reactants are [F:1][C:2]1[CH:3]=[CH:4][C:5]([NH:8][NH2:9])=[N:6][CH:7]=1.[CH3:10][N:11]([CH3:18])[C:12]([CH3:17])([CH3:16])[C:13](O)=[O:14].C(Cl)CCl.C1C=CC2N(O)N=NC=2C=1.O. The catalyst is CN(C=O)C. The product is [F:1][C:2]1[CH:3]=[CH:4][C:5]([NH:8][NH:9][C:13](=[O:14])[C:12]([N:11]([CH3:18])[CH3:10])([CH3:17])[CH3:16])=[N:6][CH:7]=1. The yield is 0.510.